From a dataset of Choline transporter screen with 302,306 compounds. Binary Classification. Given a drug SMILES string, predict its activity (active/inactive) in a high-throughput screening assay against a specified biological target. (1) The compound is S1(=O)(=O)CC(NC(=O)C(/NC(=O)c2ccccc2)=C\c2ccc(F)cc2)CC1. The result is 0 (inactive). (2) The compound is S(=O)(=O)(Nc1ccc(SC(F)F)cc1)c1c(cc(cc1)C)C. The result is 0 (inactive). (3) The drug is S(=O)(=O)(Nc1ccc(C(=O)N\N=C\c2c(N3CCCC3)n(nc2C)c2ccccc2)cc1)c1ccc(OCC)cc1. The result is 0 (inactive). (4) The compound is Clc1c(NC(=S)Nc2cc3[nH]ncc3cc2)ccc(Cl)c1. The result is 0 (inactive). (5) The molecule is S(=O)(=O)(c1c(OC(=O)C(C)C)n(nc1C)C(C)(C)C)c1ccc(cc1)C. The result is 0 (inactive). (6) The compound is Clc1ccc(Cn2c(=O)c3c(nc2)c(sc3C)C(OCC)=O)cc1. The result is 0 (inactive).